From a dataset of Forward reaction prediction with 1.9M reactions from USPTO patents (1976-2016). Predict the product of the given reaction. (1) The product is: [Cl:1][C:2]1[CH:3]=[CH:4][C:5]([C@H:8]2[C@@H:12]([C:13]3[CH:14]=[CH:15][C:16]([Cl:19])=[CH:17][CH:18]=3)[N:11]([C:20]([N:45]3[CH2:44][CH2:43][N:42]([CH2:41][C:40]([N:34]4[CH2:35][CH2:36][O:37][CH2:38][CH2:39]4)=[O:48])[CH2:47][CH2:46]3)=[O:21])[C:10]([C:23]3[C:24]([O:31][CH2:32][CH3:33])=[N:25][C:26]([S:29][CH3:30])=[N:27][CH:28]=3)=[N:9]2)=[CH:6][CH:7]=1. Given the reactants [Cl:1][C:2]1[CH:7]=[CH:6][C:5]([CH:8]2[CH:12]([C:13]3[CH:18]=[CH:17][C:16]([Cl:19])=[CH:15][CH:14]=3)[N:11]([C:20](Cl)=[O:21])[C:10]([C:23]3[C:24]([O:31][CH2:32][CH3:33])=[N:25][C:26]([S:29][CH3:30])=[N:27][CH:28]=3)=[N:9]2)=[CH:4][CH:3]=1.[N:34]1([C:40](=[O:48])[CH2:41][N:42]2[CH2:47][CH2:46][NH:45][CH2:44][CH2:43]2)[CH2:39][CH2:38][O:37][CH2:36][CH2:35]1, predict the reaction product. (2) Given the reactants Br[C:2]1[C:3]([N:9]2[CH2:14][CH2:13][O:12][CH2:11][CH:10]2[C:15]([NH:17][CH:18]2[C:26]3[C:21](=[CH:22][CH:23]=[C:24]([Cl:27])[CH:25]=3)[CH2:20][CH2:19]2)=[O:16])=[N:4][C:5]([Cl:8])=[N:6][CH:7]=1.CC1(C)C2C(=C(P(C3C=CC=CC=3)C3C=CC=CC=3)C=CC=2)OC2C(P(C3C=CC=CC=3)C3C=CC=CC=3)=CC=CC1=2.P([O-])([O-])([O-])=O.[K+].[K+].[K+], predict the reaction product. The product is: [Cl:8][C:5]1[N:6]=[CH:7][C:2]2[N:17]([CH:18]3[C:26]4[C:21](=[CH:22][CH:23]=[C:24]([Cl:27])[CH:25]=4)[CH2:20][CH2:19]3)[C:15](=[O:16])[CH:10]3[CH2:11][O:12][CH2:13][CH2:14][N:9]3[C:3]=2[N:4]=1. (3) Given the reactants [Cl:1][C:2]1[C:10]2[N:9]=[C:8]([NH:11][C:12]3[C:17]([Cl:18])=[CH:16][C:15]([Cl:19])=[CH:14][C:13]=3[Cl:20])[N:7]([CH2:21][CH2:22][CH2:23]O)[C:6]=2[C:5]([C:25]([O:27][CH3:28])=[O:26])=[CH:4][CH:3]=1.C(N(CC)CC)C.CS(Cl)(=O)=O.C(=O)([O-])[O-].[K+].[K+], predict the reaction product. The product is: [Cl:1][C:2]1[CH:3]=[CH:4][C:5]([C:25]([O:27][CH3:28])=[O:26])=[C:6]2[C:10]=1[N:9]=[C:8]1[N:11]([C:12]3[C:13]([Cl:20])=[CH:14][C:15]([Cl:19])=[CH:16][C:17]=3[Cl:18])[CH2:23][CH2:22][CH2:21][N:7]21. (4) Given the reactants Br[C:2]1[CH:3]=[C:4]([Cl:15])[CH:5]=[C:6]2[C:10]=1[NH:9][C:8]([C:11]([NH2:13])=[O:12])=[C:7]2[CH3:14].[F:16][C:17]1[CH:18]=[C:19](B(O)O)[CH:20]=[CH:21][C:22]=1[F:23], predict the reaction product. The product is: [Cl:15][C:4]1[CH:5]=[C:6]2[C:10](=[C:2]([C:20]3[CH:19]=[CH:18][C:17]([F:16])=[C:22]([F:23])[CH:21]=3)[CH:3]=1)[NH:9][C:8]([C:11]([NH2:13])=[O:12])=[C:7]2[CH3:14]. (5) Given the reactants [CH3:1][O:2][C:3]1[CH:4]=[C:5]([NH:13][C:14]2[CH:19]=[N:18][CH:17]=[C:16](Cl)[N:15]=2)[CH:6]=[C:7]([O:11][CH3:12])[C:8]=1[O:9][CH3:10].[NH2:21][C:22]1[CH:23]=[C:24](B(O)O)[CH:25]=[CH:26][CH:27]=1, predict the reaction product. The product is: [CH3:1][O:2][C:3]1[CH:4]=[C:5]([NH:13][C:14]2[CH:19]=[N:18][CH:17]=[C:16]([C:26]3[CH:25]=[CH:24][CH:23]=[C:22]([NH2:21])[CH:27]=3)[N:15]=2)[CH:6]=[C:7]([O:11][CH3:12])[C:8]=1[O:9][CH3:10].